Dataset: Forward reaction prediction with 1.9M reactions from USPTO patents (1976-2016). Task: Predict the product of the given reaction. Given the reactants [Cl:1][CH2:2][CH2:3][CH2:4][CH:5]([C:26]1[CH:31]=[CH:30][CH:29]=[C:28]([C:32]([F:35])([F:34])[F:33])[CH:27]=1)[C:6]([NH:8][NH:9][C:10](=O)[C:11]1[CH:16]=[CH:15][C:14]([C:17]2[O:21][C:20]([CH3:22])=[N:19][CH:18]=2)=[C:13]([O:23][CH3:24])[CH:12]=1)=[O:7].C(Cl)(Cl)(Cl)Cl.C1(P(C2C=CC=CC=2)C2C=CC=CC=2)C=CC=CC=1, predict the reaction product. The product is: [Cl:1][CH2:2][CH2:3][CH2:4][CH:5]([C:6]1[O:7][C:10]([C:11]2[CH:16]=[CH:15][C:14]([C:17]3[O:21][C:20]([CH3:22])=[N:19][CH:18]=3)=[C:13]([O:23][CH3:24])[CH:12]=2)=[N:9][N:8]=1)[C:26]1[CH:31]=[CH:30][CH:29]=[C:28]([C:32]([F:34])([F:35])[F:33])[CH:27]=1.